The task is: Binary Classification. Given a drug SMILES string, predict its activity (active/inactive) in a high-throughput screening assay against a specified biological target.. This data is from HIV replication inhibition screening data with 41,000+ compounds from the AIDS Antiviral Screen. (1) The drug is CS(=O)(=O)N(CCC#N)c1ccc(C=O)cc1. The result is 0 (inactive). (2) The compound is COc1nc(O)c(N=CC=Nc2c(O)nc(OC)nc2NC2OC(COC(C)=O)C(OC(C)=O)C(OC(C)=O)C2OC(C)=O)c(NC2OC(COC(C)=O)C(OC(C)=O)C(OC(C)=O)C2OC(C)=O)n1. The result is 0 (inactive).